From a dataset of Experimentally validated miRNA-target interactions with 360,000+ pairs, plus equal number of negative samples. Binary Classification. Given a miRNA mature sequence and a target amino acid sequence, predict their likelihood of interaction. (1) The miRNA is mmu-miR-701-5p with sequence UUAGCCGCUGAAAUAGAUGGA. The protein sequence of the target gene is MPAKTPIYLKAANNKKGKKFKLRDILSPDMISPPLGDFRHTIHIGKEGQHDVFGDISFLQGNYELLPGNQEKAHLGQFPGHNEFFRANSTSDSVFTETPSPVLKNAISLPTIGGSQALMLPLLSPVTFNSKQESFGPAKLPRLSCEPVMEEKAQEKSSLLENGTVHQGDTSWGSSGSASQSSQGRDSHSSSLSEQYPDWPAEDMFDHPTPCELIKGKTKSEESLSDLTGSLLSLQLDLGPSLLDEVLNVMDKNK. Result: 0 (no interaction). (2) The miRNA is hsa-miR-373-5p with sequence ACUCAAAAUGGGGGCGCUUUCC. The protein sequence of the target gene is MSSIKHLVYAVIRFLREQSQMDTYTSDEQESLEVAIQCLETVFKISPEDTHLAVSQPLTEMFTSSFCKNDVLPLSNSVPEDVGKADQLKDEGNNHMKEENYAAAVDCYTQAIELDPNNAVYYCNRAAAQSKLGHYTDAIKDCEKAIAIDSKYSKAYGRMGLALTALNKFEEAVTSYQKALDLDPENDSYKSNLKIAEQKLREVSSPTGTGLSFDMASLINNPAFISMAASLMQNPQVQQLMSGMMTNAIGGPAAGVGGLTDLSSLIQAGQQFAQQIQQQNPELIEQLRNHIRSRSFSSSA.... Result: 1 (interaction). (3) The miRNA is hsa-miR-6726-5p with sequence CGGGAGCUGGGGUCUGCAGGU. The protein sequence of the target gene is MNTKDTTEVAENSHHLKIFLPKKLLECLPRCPLLPPERLRWNTNEEIASYLITFEKHDEWLSCAPKTRPQNGSIILYNRKKVKYRKDGYLWKKRKDGKTTREDHMKLKVQGMECLYGCYVHSSIVPTFHRRCYWLLQNPDIVLVHYLNVPALEDCGKGCSPIFCSISSDRREWLKWSREELLGQLKPMFHGIKWSCGNGTEEFSVEHLVQQILDTHPTKPAPRTHACLCSGGLGSGSLTHKCSSTKHRIISPKVEPRALTLTSIPHAHPPEPPPLIAPLPPELPKAHTSPSSSSSSSSSG.... Result: 1 (interaction). (4) The miRNA is hsa-miR-942-5p with sequence UCUUCUCUGUUUUGGCCAUGUG. The protein sequence of the target gene is MKSDSSTSAAPLRGLGGPLRSSEPVRAVPARAPAVDLLEEAADLLVVHLDFRAALETCERAWQSLANHAVAEEPAGTSLEVKCSLCVVGIQALAEMDRWQEVLSWVLQYYQVPEKLPPKVLELCILLYSKMQEPGAVLDVVGAWLQDPANQNLPEYGALAEFHVQRVLLPLGCLSEAEELVVGSAAFGEERRLDVLQAIHTARQQQKQEHSGSEEAQKPNLEGSVSHKFLSLPMLVRQLWDSAVSHFFSLPFKKSLLAALILCLLVVRFDPASPSSLHFLYKLAQLFRWIRKAAFSRLYQ.... Result: 0 (no interaction). (5) The miRNA is hsa-miR-590-3p with sequence UAAUUUUAUGUAUAAGCUAGU. The protein sequence of the target gene is MKGMSHEPKSPSLGMLSTATRTTATVNPLTPSPLNGALVPSGSPATSSALSAQAAPSSSFAAALRKLAKQAEEPRGSSLSSESSPVSSPATNHSSPASTPKRVPMGPIIVPPGGHSVPSTPPVVTIAPTKTVNGVWRSESRQDAGSRSSSGGRERLIVEPPLPQEKAGGPAIPSHLLSTPYPFGLSPSSVVQDSRFPPLNLQRPVHHVVPPSTVTEDYLRSFRPYHTTDDLRMSSLPPLGLDPATAAAYYHPSYLAPHPFPHPAFRMDDSYCLSALRSPFYPIPTPGSLPPLHPSAMHLH.... Result: 0 (no interaction). (6) The miRNA is hsa-miR-7846-3p with sequence CAGCGGAGCCUGGAGAGAAGG. The protein sequence of the target gene is MNRHLCVWLFRHPSLNGYLQCHIQLHSHQFRQIHLDTRLQVFRQNRNCILHLLSKNWSRRYCHQDTKMLWKHKALQKYMENLSKEYQTLEQCLQHIPVNEENRRSLNRRHAELAPLAAIYQEIQETEQAIEELESMCKSLNKQDEKQLQELALEERQTIDQKINMLYNELFQSLVPKEKYDKNDVILEVTAGRTTGGDICQQFTREIFDMYQNYSCYKHWQFELLNYTPADYGGLHHAAARISGDGVYKHLKYEGGIHRVQRIPEVGLSSRMQRIHTGTMSVIVLPQPDEVDVKLDPKDL.... Result: 0 (no interaction).